Dataset: Full USPTO retrosynthesis dataset with 1.9M reactions from patents (1976-2016). Task: Predict the reactants needed to synthesize the given product. (1) Given the product [C:11]([O:14][C:15](=[O:16])[NH:1][CH:4]1[CH2:8][CH2:7][C:6](=[O:9])[CH2:5]1)([CH3:13])([CH3:12])[CH3:10], predict the reactants needed to synthesize it. The reactants are: [N:1]([CH:4]1[CH2:8][CH2:7][C:6](=[O:9])[CH2:5]1)=[N+]=[N-].[CH3:10][C:11]([O:14][C:15](O[C:15]([O:14][C:11]([CH3:13])([CH3:12])[CH3:10])=[O:16])=[O:16])([CH3:13])[CH3:12]. (2) Given the product [C:10]([C:14]1[O:18][N:17]=[C:16]([NH:19][C:20]([NH:1][C:2]2[CH:3]=[CH:4][C:5]([F:9])=[C:6]([OH:8])[CH:7]=2)=[O:21])[CH:15]=1)([CH3:13])([CH3:11])[CH3:12], predict the reactants needed to synthesize it. The reactants are: [NH2:1][C:2]1[CH:3]=[CH:4][C:5]([F:9])=[C:6]([OH:8])[CH:7]=1.[C:10]([C:14]1[O:18][N:17]=[C:16]([N:19]=[C:20]=[O:21])[CH:15]=1)([CH3:13])([CH3:12])[CH3:11]. (3) Given the product [CH:1]([C:4]1[CH:5]=[CH:6][C:7]([O:22][CH3:23])=[C:8]([C:10]2[C:11]([CH:20]=[O:36])=[CH:12][C:13]([C:16]([F:19])([F:18])[F:17])=[CH:14][CH:15]=2)[CH:9]=1)([CH3:3])[CH3:2], predict the reactants needed to synthesize it. The reactants are: [CH:1]([C:4]1[CH:5]=[CH:6][C:7]([O:22][CH3:23])=[C:8]([C:10]2[C:11]([C:20]#N)=[CH:12][C:13]([C:16]([F:19])([F:18])[F:17])=[CH:14][CH:15]=2)[CH:9]=1)([CH3:3])[CH3:2].CC(C[AlH]CC(C)C)C.Cl.C([O:36]CC)C.